From a dataset of Reaction yield outcomes from USPTO patents with 853,638 reactions. Predict the reaction yield, written as a fraction of the theoretical maximum amount of product (1.0 means a 100% yield; for example, 0.34 means a 34% yield). The reactants are [CH3:1][O:2][C:3](=[O:43])[C:4]1[CH:9]=[CH:8][C:7]([CH2:10][N:11]2[CH:15]=[C:14]([C:16]3[CH:21]=[CH:20][C:19]([Cl:22])=[CH:18][C:17]=3[Cl:23])[N:13]=[C:12]2/[CH:24]=[CH:25]/[C:26]2[CH:31]=[CH:30][C:29]([C:32]3[CH:37]=[CH:36][C:35]([C:38]([F:41])([F:40])[F:39])=[CH:34][CH:33]=3)=[CH:28][CH:27]=2)=[C:6]([NH2:42])[CH:5]=1.[CH3:44][S:45](Cl)(=[O:47])=[O:46]. No catalyst specified. The product is [CH3:1][O:2][C:3](=[O:43])[C:4]1[CH:9]=[CH:8][C:7]([CH2:10][N:11]2[CH:15]=[C:14]([C:16]3[CH:21]=[CH:20][C:19]([Cl:22])=[CH:18][C:17]=3[Cl:23])[N:13]=[C:12]2/[CH:24]=[CH:25]/[C:26]2[CH:31]=[CH:30][C:29]([C:32]3[CH:37]=[CH:36][C:35]([C:38]([F:39])([F:41])[F:40])=[CH:34][CH:33]=3)=[CH:28][CH:27]=2)=[C:6]([NH:42][S:45]([CH3:44])(=[O:47])=[O:46])[CH:5]=1. The yield is 0.280.